From a dataset of Peptide-MHC class II binding affinity with 134,281 pairs from IEDB. Regression. Given a peptide amino acid sequence and an MHC pseudo amino acid sequence, predict their binding affinity value. This is MHC class II binding data. The peptide sequence is CIANGVSTKIVTRIS. The MHC is DRB1_0901 with pseudo-sequence DRB1_0901. The binding affinity (normalized) is 0.652.